The task is: Binary Classification. Given a miRNA mature sequence and a target amino acid sequence, predict their likelihood of interaction.. This data is from Experimentally validated miRNA-target interactions with 360,000+ pairs, plus equal number of negative samples. (1) The miRNA is hsa-miR-3145-3p with sequence AGAUAUUUUGAGUGUUUGGAAUUG. The protein sequence of the target gene is MAEEVVVVAKFDYVAQQEQELDIKKNERLWLLDDSKSWWRVRNSMNKTGFVPSNYVERKNSARKASIVKNLKDTLGIGKVKRKPSVPDSASPADDSFVDPGERLYDLNMPAYVKFNYMAEREDELSLIKGTKVIVMEKCSDGWWRGSYNGQVGWFPSNYVTEEGDSPLGDHVGSLSEKLAAVVNNLNTGQVLHVVQALYPFSSSNDEELNFEKGDVMDVIEKPENDPEWWKCRKINGMVGLVPKNYVTVMQNNPLTSGLEPSPPQCDYIRPSLTGKFAGNPWYYGKVTRHQAEMALNERG.... Result: 0 (no interaction). (2) The miRNA is hsa-miR-6816-3p with sequence GAAGGACCUGCACCUUCG. The protein sequence of the target gene is MNCEREQLRGNQEAAAAPDTMAQPYASAQFAPPQNGIPAEYTAPHPHPAPEYTGQTTVPDHTLNLYPPTQTHSEQSADTSAQTVSGTATQTDDAAPTDGQPQTQPSENTESKSQPKRLHVSNIPFRFRDPDLRQMFGQFGKILDVEIIFNERGSKGFGFVTFENSADADRAREKLHGTVVEGRKIEVNNATARVMTNKKTVNPYTNGWKLNPVVGAVYSPDFYAGTVLLCQANQEGSSMYSGPSSLVYTSAMPGFPYPAATAAAAYRGAHLRGRGRTVYNTFRAAAPPPPIPAYGGVVYQ.... Result: 0 (no interaction). (3) The miRNA is ath-miR157a-5p with sequence UUGACAGAAGAUAGAGAGCAC. The protein sequence of the target gene is MPFPFGKSHKSPADIVKNLKESMAVLEKQDISDKKAEKATEEVSKNLVAMKEILYGTNEKEPQTEAVAQLAQELYNSGLLSTLVADLQLIDFEGKKDVAQIFNNILRRQIGTRTPTVEYICTQQNILFMLLKGYESPEIALNCGIMLRECIRHEPLAKIILWSEQFYDFFRYVEMSTFDIASDAFATFKDLLTRHKLLSAEFLEQHYDRFFSEYEKLLHSENYVTKRQSLKLLGELLLDRHNFTIMTKYISKPENLKLMMNLLRDKSRNIQFEAFHVFKVFVANPNKTQPILDILLKNQA.... Result: 0 (no interaction).